Dataset: Reaction yield outcomes from USPTO patents with 853,638 reactions. Task: Predict the reaction yield, written as a fraction of the theoretical maximum amount of product (1.0 means a 100% yield; for example, 0.34 means a 34% yield). (1) The reactants are [CH3:1][C:2]([C:4]1[C:5]([OH:11])=[CH:6][CH:7]=[CH:8][C:9]=1O)=O.O.[NH2:13][NH2:14].O.C(O)(=O)C. The catalyst is C(O)CO. The product is [CH3:1][C:2]1[C:4]2[C:5]([OH:11])=[CH:6][CH:7]=[CH:8][C:9]=2[NH:14][N:13]=1. The yield is 0.680. (2) The reactants are S(Cl)(Cl)=O.[NH2:5][C@H:6]([C:14]([OH:16])=[O:15])[CH2:7][CH2:8][CH2:9][NH:10][C:11](=[NH:13])[NH2:12].[CH2:17](O)[CH2:18][CH2:19][CH2:20][CH2:21][CH2:22][CH2:23][CH3:24]. No catalyst specified. The product is [CH2:17]([O:15][C:14](=[O:16])[C@H:6]([CH2:7][CH2:8][CH2:9][NH:10][C:11](=[NH:12])[NH2:13])[NH2:5])[CH2:18][CH2:19][CH2:20][CH2:21][CH2:22][CH2:23][CH3:24]. The yield is 0.850.